From a dataset of Forward reaction prediction with 1.9M reactions from USPTO patents (1976-2016). Predict the product of the given reaction. Given the reactants [Br:1][C:2]1[S:3][CH:4]=[C:5]([CH2:7]I)[N:6]=1.[C-:9]#[N:10].[Na+], predict the reaction product. The product is: [Br:1][C:2]1[S:3][CH:4]=[C:5]([CH2:7][C:9]#[N:10])[N:6]=1.